Task: Predict the product of the given reaction.. Dataset: Forward reaction prediction with 1.9M reactions from USPTO patents (1976-2016) (1) Given the reactants [Cl:1][C:2]1[CH:3]=[CH:4][C:5]([N:38]2[CH:42]=[N:41][N:40]=[N:39]2)=[C:6]([C:8]2[CH:16]=[C:15]3[N:11]([C@H:12]([C:17]4[NH:18][C:19]([C:22]5[CH:27]=[CH:26][C:25]([NH:28][C:29](=[O:36])[CH2:30][CH2:31][CH2:32][C:33](O)=[O:34])=[CH:24][CH:23]=5)=[CH:20][N:21]=4)[CH2:13][CH2:14]3)[C:10](=[O:37])[CH:9]=2)[CH:7]=1.C(O)=O.Cl.[CH3:47][NH2:48], predict the reaction product. The product is: [Cl:1][C:2]1[CH:3]=[CH:4][C:5]([N:38]2[CH:42]=[N:41][N:40]=[N:39]2)=[C:6]([C:8]2[CH:16]=[C:15]3[N:11]([C@H:12]([C:17]4[NH:18][C:19]([C:22]5[CH:27]=[CH:26][C:25]([NH:28][C:29](=[O:36])[CH2:30][CH2:31][CH2:32][C:33]([NH:48][CH3:47])=[O:34])=[CH:24][CH:23]=5)=[CH:20][N:21]=4)[CH2:13][CH2:14]3)[C:10](=[O:37])[CH:9]=2)[CH:7]=1. (2) The product is: [Cl:1][C:2]1[CH:25]=[CH:24][CH:23]=[C:22]([F:26])[C:3]=1[O:4][C:5]1[CH2:9][N:8]([C@@H:10]([CH2:14][CH:15]2[CH2:20][CH2:19][CH2:18][CH2:17][CH2:16]2)[C:11]([NH:27][C:28]2[CH:32]=[CH:31][N:30]([CH2:33][C:34]([OH:36])([CH3:35])[CH3:37])[N:29]=2)=[O:13])[C:7](=[O:21])[CH:6]=1. Given the reactants [Cl:1][C:2]1[CH:25]=[CH:24][CH:23]=[C:22]([F:26])[C:3]=1[O:4][C:5]1[CH2:9][N:8]([C@@H:10]([CH2:14][CH:15]2[CH2:20][CH2:19][CH2:18][CH2:17][CH2:16]2)[C:11]([OH:13])=O)[C:7](=[O:21])[CH:6]=1.[NH2:27][C:28]1[CH:32]=[CH:31][N:30]([CH2:33][C:34]([CH3:37])([OH:36])[CH3:35])[N:29]=1.F[P-](F)(F)(F)(F)F.N1(O[P+](N(C)C)(N(C)C)N(C)C)C2C=CC=CC=2N=N1.C(N(CC)C(C)C)(C)C, predict the reaction product. (3) Given the reactants [C:1]([O:9][C:10]1([CH2:23][C:24]2[CH:29]=[C:28](OC)[C:27]([O:32][CH3:33])=[C:26]([O:34][CH3:35])[CH:25]=2)[C:18]2[C:13](=[CH:14][CH:15]=[C:16]([CH3:19])[CH:17]=2)[N:12]([CH2:20][CH3:21])[C:11]1=[O:22])(=[O:8])[C:2]1[CH:7]=[CH:6][CH:5]=[CH:4][CH:3]=1.[C:36](OC1C2C(=CC=C(C)C=2)N(CCC)C1=O)(=O)C1C=CC=CC=1.BrCC1C=CC(OC)=C(OC)C=1, predict the reaction product. The product is: [C:1]([O:9][C:10]1([CH2:23][C:24]2[CH:29]=[CH:28][C:27]([O:32][CH3:33])=[C:26]([O:34][CH3:35])[CH:25]=2)[C:18]2[C:13](=[CH:14][CH:15]=[C:16]([CH3:19])[CH:17]=2)[N:12]([CH2:20][CH2:21][CH3:36])[C:11]1=[O:22])(=[O:8])[C:2]1[CH:7]=[CH:6][CH:5]=[CH:4][CH:3]=1. (4) Given the reactants C([O:8][C:9]1[CH:27]=[CH:26][CH:25]=[CH:24][C:10]=1[CH2:11][C:12]1[CH:17]=[CH:16][C:15]([C:18]2(O)[CH2:22][CH2:21][CH2:20][CH2:19]2)=[CH:14][CH:13]=1)C1C=CC=CC=1.Cl.C(=O)([O-])[O-].[K+].[K+], predict the reaction product. The product is: [CH:18]1([C:15]2[CH:16]=[CH:17][C:12]([CH2:11][C:10]3[CH:24]=[CH:25][CH:26]=[CH:27][C:9]=3[OH:8])=[CH:13][CH:14]=2)[CH2:19][CH2:20][CH2:21][CH2:22]1. (5) Given the reactants [CH2:1]([N:8]([CH2:15][C:16]1[CH:21]=[CH:20][CH:19]=[CH:18][CH:17]=1)[C@@H:9]([CH2:13][CH3:14])[C:10](O)=[O:11])[C:2]1[CH:7]=[CH:6][CH:5]=[CH:4][CH:3]=1.CN([C:25]([O:29][N:30]1N=NC2C=CC=C[C:31]1=2)=[N+](C)C)C.[B-](F)(F)(F)F.CN1CCOCC1.Cl.CNOC, predict the reaction product. The product is: [CH2:1]([N:8]([CH2:15][C:16]1[CH:21]=[CH:20][CH:19]=[CH:18][CH:17]=1)[C@@H:9]([CH2:13][CH3:14])[C:10]([N:30]([O:29][CH3:25])[CH3:31])=[O:11])[C:2]1[CH:7]=[CH:6][CH:5]=[CH:4][CH:3]=1.